Dataset: Peptide-MHC class II binding affinity with 134,281 pairs from IEDB. Task: Regression. Given a peptide amino acid sequence and an MHC pseudo amino acid sequence, predict their binding affinity value. This is MHC class II binding data. (1) The peptide sequence is FKAAVAAAANAPPAD. The MHC is HLA-DPA10301-DPB10402 with pseudo-sequence HLA-DPA10301-DPB10402. The binding affinity (normalized) is 0.155. (2) The peptide sequence is LQLHVDKAVSGLRSL. The MHC is DRB1_0802 with pseudo-sequence DRB1_0802. The binding affinity (normalized) is 0.381.